This data is from Full USPTO retrosynthesis dataset with 1.9M reactions from patents (1976-2016). The task is: Predict the reactants needed to synthesize the given product. Given the product [F:1][C:2]1[CH:10]=[C:9]([O:15][CH2:12][C:25]([F:28])([F:27])[F:26])[CH:8]=[CH:7][C:3]=1[C:4]([O:6][CH2:24][C:25]([F:28])([F:27])[F:26])=[O:31], predict the reactants needed to synthesize it. The reactants are: [F:1][C:2]1[CH:10]=[C:9](O)[CH:8]=[CH:7][C:3]=1[C:4]([OH:6])=O.[C:12](=[O:15])([O-])[O-].[K+].[K+].FC(F)(F)S(O[CH2:24][C:25]([F:28])([F:27])[F:26])(=O)=O.[OH2:31].